Dataset: Forward reaction prediction with 1.9M reactions from USPTO patents (1976-2016). Task: Predict the product of the given reaction. The product is: [C:4]([C:3]1[CH:12]=[C:13]([Cl:16])[CH:14]=[CH:15][C:2]=1[NH:1][S:24]([C:21]1[CH:22]=[CH:23][C:18]([Br:17])=[CH:19][CH:20]=1)(=[O:26])=[O:25])(=[O:5])[C:6]1[CH:7]=[CH:8][CH:9]=[CH:10][CH:11]=1. Given the reactants [NH2:1][C:2]1[CH:15]=[CH:14][C:13]([Cl:16])=[CH:12][C:3]=1[C:4]([C:6]1[CH:11]=[CH:10][CH:9]=[CH:8][CH:7]=1)=[O:5].[Br:17][C:18]1[CH:23]=[CH:22][C:21]([S:24](Cl)(=[O:26])=[O:25])=[CH:20][CH:19]=1.Cl, predict the reaction product.